Dataset: Catalyst prediction with 721,799 reactions and 888 catalyst types from USPTO. Task: Predict which catalyst facilitates the given reaction. Reactant: [CH3:1][C:2]1[CH:10]=[CH:9][C:5]([C:6](Cl)=[O:7])=[CH:4][CH:3]=1.[C:11]1([O:17][CH3:18])[CH:16]=[CH:15][CH:14]=[CH:13][CH:12]=1.[Cl-].[Al+3].[Cl-].[Cl-]. Product: [CH3:18][O:17][C:11]1[CH:16]=[CH:15][C:14]([C:6]([C:5]2[CH:9]=[CH:10][C:2]([CH3:1])=[CH:3][CH:4]=2)=[O:7])=[CH:13][CH:12]=1. The catalyst class is: 2.